This data is from Forward reaction prediction with 1.9M reactions from USPTO patents (1976-2016). The task is: Predict the product of the given reaction. (1) Given the reactants [CH2:1]([O:8][CH2:9][C:10]([NH:12][N:13]([CH2:17][C:18]1[CH:23]=[CH:22][C:21]([CH3:24])=[CH:20][CH:19]=1)[C:14]([NH2:16])=[O:15])=O)[C:2]1[CH:7]=[CH:6][CH:5]=[CH:4][CH:3]=1.CS(O)(=O)=O, predict the reaction product. The product is: [CH2:1]([O:8][CH2:9][C:10]1[NH:16][C:14](=[O:15])[N:13]([CH2:17][C:18]2[CH:23]=[CH:22][C:21]([CH3:24])=[CH:20][CH:19]=2)[N:12]=1)[C:2]1[CH:7]=[CH:6][CH:5]=[CH:4][CH:3]=1. (2) Given the reactants [C:1]([C:5]1[C:13]2[O:12][CH:11]([CH2:14][NH2:15])[CH2:10][C:9]=2[CH:8]=[C:7]([O:16][CH3:17])[CH:6]=1)([CH3:4])([CH3:3])[CH3:2].C(N(C(C)C)CC)(C)C.Cl[C:28]([O:30][CH2:31][C:32]1[CH:37]=[CH:36][CH:35]=[CH:34][CH:33]=1)=[O:29], predict the reaction product. The product is: [C:1]([C:5]1[C:13]2[O:12][CH:11]([CH2:14][NH:15][C:28](=[O:29])[O:30][CH2:31][C:32]3[CH:37]=[CH:36][CH:35]=[CH:34][CH:33]=3)[CH2:10][C:9]=2[CH:8]=[C:7]([O:16][CH3:17])[CH:6]=1)([CH3:4])([CH3:2])[CH3:3].